This data is from Catalyst prediction with 721,799 reactions and 888 catalyst types from USPTO. The task is: Predict which catalyst facilitates the given reaction. Reactant: [N:1]1[CH:6]=[CH:5][CH:4]=[CH:3][C:2]=1[NH:7][C:8]1[CH:13]=[CH:12][CH:11]=[CH:10][C:9]=1[NH2:14].[F:15][C:16]1[CH:26]=[CH:25][CH:24]=[C:23]([F:27])[C:17]=1/[CH:18]=[CH:19]/[C:20]([Cl:22])=O.N1C=CC=CC=1N1C2C=CC=CC=2N=C1/C=C/C1C=CC=CC=1.Cl. Product: [ClH:22].[F:15][C:16]1[CH:26]=[CH:25][CH:24]=[C:23]([F:27])[C:17]=1/[CH:18]=[CH:19]/[C:20]1[N:7]([C:2]2[CH:3]=[CH:4][CH:5]=[CH:6][N:1]=2)[C:8]2[CH:13]=[CH:12][CH:11]=[CH:10][C:9]=2[N:14]=1. The catalyst class is: 5.